Dataset: NCI-60 drug combinations with 297,098 pairs across 59 cell lines. Task: Regression. Given two drug SMILES strings and cell line genomic features, predict the synergy score measuring deviation from expected non-interaction effect. (1) Drug 1: COC1=CC(=CC(=C1O)OC)C2C3C(COC3=O)C(C4=CC5=C(C=C24)OCO5)OC6C(C(C7C(O6)COC(O7)C8=CC=CS8)O)O. Drug 2: B(C(CC(C)C)NC(=O)C(CC1=CC=CC=C1)NC(=O)C2=NC=CN=C2)(O)O. Cell line: NCI-H322M. Synergy scores: CSS=1.16, Synergy_ZIP=-0.605, Synergy_Bliss=1.03, Synergy_Loewe=-0.889, Synergy_HSA=-1.04. (2) Drug 1: C1=NC(=NC(=O)N1C2C(C(C(O2)CO)O)O)N. Drug 2: CCC1(C2=C(COC1=O)C(=O)N3CC4=CC5=C(C=CC(=C5CN(C)C)O)N=C4C3=C2)O.Cl. Cell line: CAKI-1. Synergy scores: CSS=50.4, Synergy_ZIP=-4.38, Synergy_Bliss=-3.32, Synergy_Loewe=-4.22, Synergy_HSA=1.19. (3) Drug 1: C1CCC(CC1)NC(=O)N(CCCl)N=O. Drug 2: CC1CCC2CC(C(=CC=CC=CC(CC(C(=O)C(C(C(=CC(C(=O)CC(OC(=O)C3CCCCN3C(=O)C(=O)C1(O2)O)C(C)CC4CCC(C(C4)OC)O)C)C)O)OC)C)C)C)OC. Cell line: NCI-H322M. Synergy scores: CSS=1.73, Synergy_ZIP=-1.65, Synergy_Bliss=-11.9, Synergy_Loewe=-33.0, Synergy_HSA=-10.8.